Dataset: TCR-epitope binding with 47,182 pairs between 192 epitopes and 23,139 TCRs. Task: Binary Classification. Given a T-cell receptor sequence (or CDR3 region) and an epitope sequence, predict whether binding occurs between them. The epitope is LLQTGIHVRVSQPSL. The TCR CDR3 sequence is CASSLRKSSYNEQFF. Result: 1 (the TCR binds to the epitope).